Task: Predict the product of the given reaction.. Dataset: Forward reaction prediction with 1.9M reactions from USPTO patents (1976-2016) (1) Given the reactants C1(NCCO)C=CC=CC=1.[CH2:11]([O:13][C@@H:14]([CH2:18][C:19]1[CH:24]=[CH:23][C:22]([O:25][CH2:26][C:27]2[CH:32]=[CH:31][CH:30]=[CH:29][CH:28]=2)=[CH:21][CH:20]=1)[C:15]([OH:17])=[O:16])[CH3:12].O.S(=O)(=O)(O)O, predict the reaction product. The product is: [CH2:11]([O:13][CH:14]([CH2:18][C:19]1[CH:24]=[CH:23][C:22]([O:25][CH2:26][C:27]2[CH:32]=[CH:31][CH:30]=[CH:29][CH:28]=2)=[CH:21][CH:20]=1)[C:15]([OH:17])=[O:16])[CH3:12]. (2) Given the reactants [O:1]([C:8]1[CH:13]=[CH:12][CH:11]=[CH:10][C:9]=1[NH:14][S:15]([C:18]1[CH:30]=[CH:29][C:21]([C:22]([NH:24][CH2:25][C:26]([OH:28])=O)=[O:23])=[CH:20][CH:19]=1)(=[O:17])=[O:16])[C:2]1[CH:7]=[CH:6][CH:5]=[CH:4][CH:3]=1.[CH3:31][C:32]1[CH:33]=[C:34]([NH2:37])[NH:35][N:36]=1, predict the reaction product. The product is: [CH3:31][C:32]1[CH:33]=[C:34]([NH:37][C:26]([CH2:25][NH:24][C:22](=[O:23])[C:21]2[CH:29]=[CH:30][C:18]([S:15](=[O:17])(=[O:16])[NH:14][C:9]3[CH:10]=[CH:11][CH:12]=[CH:13][C:8]=3[O:1][C:2]3[CH:7]=[CH:6][CH:5]=[CH:4][CH:3]=3)=[CH:19][CH:20]=2)=[O:28])[NH:35][N:36]=1. (3) Given the reactants [Br:1][C:2]1[CH:7]=[CH:6][C:5](F)=[C:4]([N+:9]([O-:11])=[O:10])[CH:3]=1.[NH:12]1[CH:16]=[CH:15][CH:14]=[N:13]1.C(=O)([O-])[O-].[K+].[K+], predict the reaction product. The product is: [Br:1][C:2]1[CH:7]=[CH:6][C:5]([N:12]2[CH:16]=[CH:15][CH:14]=[N:13]2)=[C:4]([N+:9]([O-:11])=[O:10])[CH:3]=1. (4) The product is: [C:9]([O:13][C:14]([NH:16][NH:17][CH2:18][CH2:19][CH2:20][CH2:21][CH3:22])=[O:15])([CH3:12])([CH3:11])[CH3:10]. Given the reactants [BH3-]C#N.[Na+].C(O)(=O)C.[C:9]([O:13][C:14]([NH:16][N:17]=[CH:18][CH2:19][CH2:20][CH2:21][CH3:22])=[O:15])([CH3:12])([CH3:11])[CH3:10], predict the reaction product.